This data is from Full USPTO retrosynthesis dataset with 1.9M reactions from patents (1976-2016). The task is: Predict the reactants needed to synthesize the given product. (1) Given the product [N:3]1[C:4]2[C:9](=[CH:8][CH:7]=[CH:6][CH:5]=2)[CH:10]=[CH:11][C:2]=1[NH:18][CH:15]1[CH2:16][CH2:17][CH:12]([NH2:19])[CH2:13][CH2:14]1, predict the reactants needed to synthesize it. The reactants are: Cl[C:2]1[CH:11]=[CH:10][C:9]2[C:4](=[CH:5][CH:6]=[CH:7][CH:8]=2)[N:3]=1.[CH:12]1([NH2:19])[CH2:17][CH2:16][CH:15]([NH2:18])[CH2:14][CH2:13]1. (2) Given the product [Si:1]([O:8][C:9]1([CH3:42])[C:13](=[O:14])[N:12]([C:44]2[CH:45]=[C:46]([C:47]#[N:48])[CH:49]=[CH:50][N:51]=2)[C@H:11]([C:15]([N:17]([CH:25]([C:35]2[CH:40]=[CH:39][CH:38]=[CH:37][C:36]=2[Cl:41])[C:26]([NH:28][CH:29]2[CH2:32][C:31]([F:33])([F:34])[CH2:30]2)=[O:27])[C:18]2[CH:23]=[CH:22][CH:21]=[C:20]([F:24])[CH:19]=2)=[O:16])[CH2:10]1)([C:4]([CH3:7])([CH3:6])[CH3:5])([CH3:3])[CH3:2], predict the reactants needed to synthesize it. The reactants are: [Si:1]([O:8][C:9]1([CH3:42])[C:13](=[O:14])[NH:12][C@H:11]([C:15]([N:17]([CH:25]([C:35]2[CH:40]=[CH:39][CH:38]=[CH:37][C:36]=2[Cl:41])[C:26]([NH:28][CH:29]2[CH2:32][C:31]([F:34])([F:33])[CH2:30]2)=[O:27])[C:18]2[CH:23]=[CH:22][CH:21]=[C:20]([F:24])[CH:19]=2)=[O:16])[CH2:10]1)([C:4]([CH3:7])([CH3:6])[CH3:5])([CH3:3])[CH3:2].Br[C:44]1[CH:45]=[C:46]([CH:49]=[CH:50][N:51]=1)[C:47]#[N:48].C([O-])([O-])=O.[Cs+].[Cs+].